From a dataset of Peptide-MHC class I binding affinity with 185,985 pairs from IEDB/IMGT. Regression. Given a peptide amino acid sequence and an MHC pseudo amino acid sequence, predict their binding affinity value. This is MHC class I binding data. (1) The binding affinity (normalized) is 0.0847. The peptide sequence is SEHFSLLFL. The MHC is HLA-A01:01 with pseudo-sequence HLA-A01:01. (2) The peptide sequence is FPHCLAFSYM. The MHC is H-2-Db with pseudo-sequence H-2-Db. The binding affinity (normalized) is 0.109. (3) The peptide sequence is RVCAEMVAK. The MHC is HLA-B15:17 with pseudo-sequence HLA-B15:17. The binding affinity (normalized) is 0.0847. (4) The MHC is HLA-B35:01 with pseudo-sequence HLA-B35:01. The binding affinity (normalized) is 0.0847. The peptide sequence is DYIYLPLLK.